Task: Predict which catalyst facilitates the given reaction.. Dataset: Catalyst prediction with 721,799 reactions and 888 catalyst types from USPTO (1) Reactant: O=S(Cl)[Cl:3].[C:5]([OH:17])(=O)[CH2:6][CH2:7][CH2:8][CH2:9][CH2:10][CH2:11][CH2:12][CH2:13][CH:14]=[CH2:15]. Product: [C:5]([Cl:3])(=[O:17])[CH2:6][CH2:7][CH2:8][CH2:9][CH2:10][CH2:11][CH2:12][CH2:13][CH:14]=[CH2:15]. The catalyst class is: 11. (2) Reactant: C[O:2][C:3](=[O:35])[C:4]1[CH:9]=[CH:8][C:7]([N:10]([CH2:22][C:23]2[CH:28]=[CH:27][C:26]([CH:29]3[CH2:34][CH2:33][CH2:32][CH2:31][CH2:30]3)=[CH:25][CH:24]=2)[C:11]([NH:13][C:14]2[CH:19]=[C:18]([Cl:20])[CH:17]=[C:16]([Cl:21])[CH:15]=2)=[O:12])=[CH:6][CH:5]=1.[OH-].[Na+].Cl. Product: [CH:29]1([C:26]2[CH:27]=[CH:28][C:23]([CH2:22][N:10]([C:7]3[CH:6]=[CH:5][C:4]([C:3]([OH:35])=[O:2])=[CH:9][CH:8]=3)[C:11]([NH:13][C:14]3[CH:19]=[C:18]([Cl:20])[CH:17]=[C:16]([Cl:21])[CH:15]=3)=[O:12])=[CH:24][CH:25]=2)[CH2:34][CH2:33][CH2:32][CH2:31][CH2:30]1. The catalyst class is: 36. (3) Reactant: [CH2:1]([O:8][C:9]1[CH:10]=[C:11]([CH:15]([C:17]2[CH:22]=[C:21]([O:23][CH3:24])[CH:20]=[C:19]([O:25][CH3:26])[CH:18]=2)[OH:16])[CH:12]=[CH:13][CH:14]=1)[C:2]1[CH:7]=[CH:6][CH:5]=[CH:4][CH:3]=1. Product: [CH2:1]([O:8][C:9]1[CH:10]=[C:11]([C:15]([C:17]2[CH:18]=[C:19]([O:25][CH3:26])[CH:20]=[C:21]([O:23][CH3:24])[CH:22]=2)=[O:16])[CH:12]=[CH:13][CH:14]=1)[C:2]1[CH:3]=[CH:4][CH:5]=[CH:6][CH:7]=1. The catalyst class is: 177. (4) Reactant: [O:1]=[C:2]1[C:10](=[O:11])[C:9]2[C:4](=[CH:5][CH:6]=[C:7]([S:12](Cl)(=[O:14])=[O:13])[CH:8]=2)[NH:3]1.C1COCC1.[NH:21]1[CH2:25][CH2:24][CH2:23][CH2:22]1.C(N(CC)C(C)C)(C)C. Product: [N:21]1([S:12]([C:7]2[CH:8]=[C:9]3[C:4](=[CH:5][CH:6]=2)[NH:3][C:2](=[O:1])[C:10]3=[O:11])(=[O:14])=[O:13])[CH2:25][CH2:24][CH2:23][CH2:22]1. The catalyst class is: 22. (5) Reactant: [F:1][C:2]1[CH:7]=[CH:6][C:5]([C:8]([F:11])([F:10])[F:9])=[CH:4][C:3]=1[C:12]1[CH2:16][C:15](=[O:17])[N:14]([C@H:18]([C:20]2[CH:30]=[CH:29][C:23]([C:24]([O:26][CH2:27][CH3:28])=[O:25])=[CH:22][CH:21]=2)[CH3:19])[N:13]=1.C(N(CC)CC)C.[S:38](O[S:38]([C:41]([F:44])([F:43])[F:42])(=[O:40])=[O:39])([C:41]([F:44])([F:43])[F:42])(=[O:40])=[O:39].C(OCC)(=O)C. Product: [F:1][C:2]1[CH:7]=[CH:6][C:5]([C:8]([F:11])([F:9])[F:10])=[CH:4][C:3]=1[C:12]1[CH:16]=[C:15]([O:17][S:38]([C:41]([F:44])([F:43])[F:42])(=[O:40])=[O:39])[N:14]([C@H:18]([C:20]2[CH:21]=[CH:22][C:23]([C:24]([O:26][CH2:27][CH3:28])=[O:25])=[CH:29][CH:30]=2)[CH3:19])[N:13]=1. The catalyst class is: 1. (6) Reactant: [C:1]([C:3]1[CH:8]=[CH:7][N:6]=[C:5]([N:9]2[C:13]([C:14]3[CH:19]=[CH:18][C:17]([CH3:20])=[CH:16][CH:15]=3)=[CH:12][C:11]([C:21]([O:23]C)=[O:22])=[N:10]2)[CH:4]=1)#[N:2].[OH-].[Na+].Cl. Product: [C:1]([C:3]1[CH:8]=[CH:7][N:6]=[C:5]([N:9]2[C:13]([C:14]3[CH:19]=[CH:18][C:17]([CH3:20])=[CH:16][CH:15]=3)=[CH:12][C:11]([C:21]([OH:23])=[O:22])=[N:10]2)[CH:4]=1)#[N:2]. The catalyst class is: 827. (7) Reactant: [CH3:1][N:2]([CH3:8])[C@H:3]1[CH2:7][CH2:6][NH:5][CH2:4]1.[CH2:9](N(CC)CC)C.F[C:17]1[C:18]([C:37]2[CH:42]=[CH:41][CH:40]=[CH:39][CH:38]=2)=[C:19]([CH3:36])[C:20]([C:34]#[N:35])=[C:21]2[C:25]=1[O:24][C:23]([NH:27][C:28]1[CH:33]=[CH:32][CH:31]=[CH:30][N:29]=1)(C)[NH:22]2. Product: [CH3:1][N:2]([CH3:8])[C@H:3]1[CH2:7][CH2:6][N:5]([C:17]2[C:18]([C:37]3[CH:42]=[CH:41][CH:40]=[CH:39][CH:38]=3)=[C:19]([CH3:36])[C:20]([C:34]#[N:35])=[C:21]3[C:25]=2[O:24][C:23]([N:27]([CH3:9])[C:28]2[CH:33]=[CH:32][CH:31]=[CH:30][N:29]=2)=[N:22]3)[CH2:4]1. The catalyst class is: 16. (8) Reactant: Cl[C:2]1[C:11]2[C:6](=[CH:7][C:8]([F:13])=[CH:9][C:10]=2[F:12])[N:5]=[C:4]([N:14]2[CH2:19][CH2:18][N:17]([C:20]([O:22][C:23]([CH3:26])([CH3:25])[CH3:24])=[O:21])[C@H:16]([CH3:27])[CH2:15]2)[C:3]=1[CH3:28].[O:29]1[CH2:34][CH2:33][N:32]([C:35]2[CH:36]=[C:37]([NH2:41])[CH:38]=[N:39][CH:40]=2)[CH2:31][CH2:30]1. Product: [F:12][C:10]1[CH:9]=[C:8]([F:13])[CH:7]=[C:6]2[C:11]=1[C:2]([NH:41][C:37]1[CH:38]=[N:39][CH:40]=[C:35]([N:32]3[CH2:33][CH2:34][O:29][CH2:30][CH2:31]3)[CH:36]=1)=[C:3]([CH3:28])[C:4]([N:14]1[CH2:19][CH2:18][N:17]([C:20]([O:22][C:23]([CH3:24])([CH3:26])[CH3:25])=[O:21])[C@H:16]([CH3:27])[CH2:15]1)=[N:5]2. The catalyst class is: 11. (9) Reactant: [OH:1][N:2]1[C:6](=[O:7])[C:5]2=[CH:8][CH:9]=[CH:10][CH:11]=[C:4]2[C:3]1=[O:12].C1(P(C2C=CC=CC=2)C2C=CC=CC=2)C=CC=CC=1.[CH3:32][O:33]/[N:34]=[C:35](/[C:37]1[CH:42]=[CH:41][CH:40]=[C:39]([C:43]#[C:44][CH2:45]O)[N:38]=1)\[CH3:36].CC(OC(/N=N/C(OC(C)C)=O)=O)C. Product: [CH3:32][O:33]/[N:34]=[C:35](/[C:37]1[N:38]=[C:39]([C:43]#[C:44][CH2:45][O:1][N:2]2[C:3](=[O:12])[C:4]3[C:5](=[CH:8][CH:9]=[CH:10][CH:11]=3)[C:6]2=[O:7])[CH:40]=[CH:41][CH:42]=1)\[CH3:36]. The catalyst class is: 7. (10) Reactant: [C:1]([C:4]1[N:5]([C:15]2[CH:20]=[CH:19][CH:18]=[C:17]([F:21])[CH:16]=2)[C:6]2[C:11]([C:12]=1[C:13]#[N:14])=[CH:10][CH:9]=[CH:8][CH:7]=2)(=O)[CH3:2].C([O-])(=O)C.[NH4+].C([BH3-])#[N:28].[Na+]. Product: [NH2:28][CH:1]([C:4]1[N:5]([C:15]2[CH:20]=[CH:19][CH:18]=[C:17]([F:21])[CH:16]=2)[C:6]2[C:11]([C:12]=1[C:13]#[N:14])=[CH:10][CH:9]=[CH:8][CH:7]=2)[CH3:2]. The catalyst class is: 449.